Dataset: Catalyst prediction with 721,799 reactions and 888 catalyst types from USPTO. Task: Predict which catalyst facilitates the given reaction. (1) Reactant: [CH3:1][C:2]1[C:7]([N+:8]([O-])=O)=[CH:6][N:5]=[C:4]([O:11][C:12]2([CH3:15])[CH2:14][CH2:13]2)[CH:3]=1.C([O-])=O.[NH4+]. Product: [CH3:1][C:2]1[CH:3]=[C:4]([O:11][C:12]2([CH3:15])[CH2:14][CH2:13]2)[N:5]=[CH:6][C:7]=1[NH2:8]. The catalyst class is: 579. (2) Reactant: Br[C:2]1[CH:7]=[C:6]([CH2:8][OH:9])[C:5]([F:10])=[CH:4][N:3]=1.O1CCOCC1.C([O-])([O-])=O.[K+].[K+].CC1(C)OB([C:29]2[CH:30]=[N:31][C:32]([C:35]([F:38])([F:37])[F:36])=[N:33][CH:34]=2)OC1(C)C. The catalyst class is: 263. Product: [F:10][C:5]1[C:6]([CH2:8][OH:9])=[CH:7][C:2]([C:29]2[CH:30]=[N:31][C:32]([C:35]([F:38])([F:37])[F:36])=[N:33][CH:34]=2)=[N:3][CH:4]=1. (3) Reactant: C([N:4]([CH2:8]C)[CH:5]([CH3:7])C)(C)C.CN(C(ON1N=N[C:20]2[CH:21]=[CH:22][CH:23]=N[C:19]1=2)=[N+](C)C)C.F[P-](F)(F)(F)(F)F.[C:34]([O:38][C:39]([NH:41][C@@H:42]1[CH2:47][CH2:46][C@H:45]([N:48]2[C:53](=[O:54])[C:52]3[CH:55]=[C:56]([F:59])[CH:57]=[N:58][C:51]=3[N:50]([C:60]3[CH:61]=[C:62]([CH:66]=[CH:67][CH:68]=3)[C:63]([OH:65])=O)[C:49]2=[O:69])[CH2:44][CH2:43]1)=[O:40])([CH3:37])([CH3:36])[CH3:35].C(CN)C1C=CC=CC=1. Product: [C:34]([O:38][C:39](=[O:40])[NH:41][C@H:42]1[CH2:43][CH2:44][C@@H:45]([N:48]2[C:53](=[O:54])[C:52]3[CH:55]=[C:56]([F:59])[CH:57]=[N:58][C:51]=3[N:50]([C:60]3[CH:68]=[CH:67][CH:66]=[C:62]([C:63]([N:4]([CH2:5][C:7]4[CH:23]=[CH:22][CH:21]=[CH:20][CH:19]=4)[CH3:8])=[O:65])[CH:61]=3)[C:49]2=[O:69])[CH2:46][CH2:47]1)([CH3:35])([CH3:37])[CH3:36]. The catalyst class is: 3. (4) Reactant: [NH2:1][C:2]1[N:3]=[N:4][N:5]([CH3:7])[N:6]=1.NC1N(C)N=NN=1.[F:15][C:16]([F:30])([F:29])[C:17]1[CH:18]=[C:19]([CH:22]=[C:23]([C:25]([F:28])([F:27])[F:26])[CH:24]=1)[CH:20]=O. Product: [CH3:7][N:5]1[N:4]=[N:3][C:2]([N:1]=[CH:20][C:19]2[CH:22]=[C:23]([C:25]([F:27])([F:28])[F:26])[CH:24]=[C:17]([C:16]([F:15])([F:29])[F:30])[CH:18]=2)=[N:6]1. The catalyst class is: 11. (5) Reactant: [CH3:1][C:2]12[C:14]3[C:6](=[CH:7][C:8]([NH:15][C:16]4[N:21]=[CH:20][C:19]([C:22]([O:24]CC)=[O:23])=[CH:18][N:17]=4)=[CH:9][C:10]=3[CH2:11][CH2:12][CH2:13]1)[CH2:5][CH2:4][CH2:3]2.[OH-].[Na+].Cl. Product: [CH3:1][C:2]12[C:14]3[C:10](=[CH:9][C:8]([NH:15][C:16]4[N:21]=[CH:20][C:19]([C:22]([OH:24])=[O:23])=[CH:18][N:17]=4)=[CH:7][C:6]=3[CH2:5][CH2:4][CH2:3]1)[CH2:11][CH2:12][CH2:13]2. The catalyst class is: 8.